Dataset: Forward reaction prediction with 1.9M reactions from USPTO patents (1976-2016). Task: Predict the product of the given reaction. (1) Given the reactants CN(C)/[CH:3]=[CH:4]/[C:5]([C:7]1[CH:12]=[CH:11][C:10]([Cl:13])=[CH:9][CH:8]=1)=O.[N+]([O-])(O)=O.[C:19]([NH:22][C:23]1[CH:31]=[CH:30][C:26]([C:27]([NH2:29])=[O:28])=[CH:25][CH:24]=1)(=[NH:21])N.[C:32](=O)([O-])[O-].[K+].[K+], predict the reaction product. The product is: [Cl:13][C:10]1[CH:11]=[CH:12][C:7]([C:5]2[CH:4]=[CH:3][N:21]=[C:19]([NH:22][C:23]3[CH:24]=[CH:25][C:26]([C:27]([NH2:29])=[O:28])=[CH:30][CH:31]=3)[CH:32]=2)=[CH:8][CH:9]=1. (2) Given the reactants [CH3:1][C:2]([CH3:39])([CH3:38])[CH2:3][CH2:4][C:5]1([CH3:37])[C:14]2[C:9](=[CH:10][CH:11]=[CH:12][CH:13]=2)[C:8]([OH:15])=[C:7]([C:16]2[NH:21][C:20]3[CH:22]=[CH:23][C:24]([NH:26]C(=O)OC(C)(C)C)=[CH:25][C:19]=3[S:18](=[O:35])(=[O:34])[N:17]=2)[C:6]1=[O:36].[ClH:40], predict the reaction product. The product is: [Cl:40][NH:26][C:24]1[CH:23]=[CH:22][C:20]2[NH:21][C:16]([C:7]3[C:6](=[O:36])[C:5]([CH2:4][CH2:3][C:2]([CH3:1])([CH3:38])[CH3:39])([CH3:37])[C:14]4[C:9]([C:8]=3[OH:15])=[CH:10][CH:11]=[CH:12][CH:13]=4)=[N:17][S:18](=[O:35])(=[O:34])[C:19]=2[CH:25]=1. (3) Given the reactants [CH3:1][S:2]([C:5]1[N:10]=[CH:9][C:8]([NH:11][C@H:12]2[CH2:16][CH2:15][N:14]([CH:17]3[CH2:22][CH2:21][N:20](C(OCC4C=CC=CC=4)=O)[CH2:19][CH2:18]3)[C:13]2=[O:33])=[CH:7][CH:6]=1)(=[O:4])=[O:3], predict the reaction product. The product is: [CH3:1][S:2]([C:5]1[N:10]=[CH:9][C:8]([NH:11][C@H:12]2[CH2:16][CH2:15][N:14]([CH:17]3[CH2:22][CH2:21][NH:20][CH2:19][CH2:18]3)[C:13]2=[O:33])=[CH:7][CH:6]=1)(=[O:3])=[O:4]. (4) Given the reactants C1C=CC(O[C:8](OC2C=CC=CC=2)=[N:9][C:10]#[N:11])=CC=1.[F:19][C:20]1[CH:26]=[CH:25][C:23]([NH2:24])=[CH:22][CH:21]=1.[Cl:27][C:28]1[CH:37]=[C:36]2[C:31]([C:32]([N:38]3[CH2:43][CH2:42][NH:41][CH2:40][CH2:39]3)=[CH:33][CH:34]=[N:35]2)=[CH:30][CH:29]=1, predict the reaction product. The product is: [Cl:27][C:28]1[CH:37]=[C:36]2[C:31]([C:32]([N:38]3[CH2:43][CH2:42][N:41]([C:8](=[N:9][C:10]#[N:11])[NH:24][C:23]4[CH:25]=[CH:26][C:20]([F:19])=[CH:21][CH:22]=4)[CH2:40][CH2:39]3)=[CH:33][CH:34]=[N:35]2)=[CH:30][CH:29]=1. (5) Given the reactants C1(P(N=[N+]=[N-])(C2C=CC=CC=2)=[O:8])C=CC=CC=1.[F:18][C:19]([F:39])([F:38])[C:20]1[CH:25]=[CH:24][CH:23]=[CH:22][C:21]=1[C:26]1[CH:31]=[CH:30][N:29]2[N:32]=[CH:33][C:34](C(O)=O)=[C:28]2[N:27]=1.C([N:42]([CH2:45]C)CC)C.[C:47]([OH:51])([CH3:50])([CH3:49])[CH3:48], predict the reaction product. The product is: [F:18][C:19]([F:39])([F:38])[C:20]1[CH:25]=[CH:24][CH:23]=[CH:22][C:21]=1[C:26]1[CH:31]=[CH:30][N:29]2[N:32]=[CH:33][C:34]([NH:42][C:45](=[O:8])[O:51][C:47]([CH3:50])([CH3:49])[CH3:48])=[C:28]2[N:27]=1. (6) Given the reactants [C:1]12([NH2:11])[CH2:10][CH:5]3[CH2:6][CH:7]([CH2:9][CH:3]([CH2:4]3)[CH2:2]1)[CH2:8]2.Cl[CH2:13][C:14]1[N:15]=[C:16]([C:19]2[S:20][CH:21]=[CH:22][CH:23]=2)[S:17][CH:18]=1, predict the reaction product. The product is: [S:20]1[CH:21]=[CH:22][CH:23]=[C:19]1[C:16]1[S:17][CH:18]=[C:14]([CH2:13][NH:11][C:1]23[CH2:8][CH:7]4[CH2:6][CH:5]([CH2:4][CH:3]([CH2:9]4)[CH2:2]2)[CH2:10]3)[N:15]=1.